From a dataset of Full USPTO retrosynthesis dataset with 1.9M reactions from patents (1976-2016). Predict the reactants needed to synthesize the given product. Given the product [C:28]([O:32][C:33]([N:35]1[CH2:40][CH2:39][CH:38]([C:41]([N:12]2[CH2:11][CH:10]([N:8]([C:6](=[O:7])[C:5]3[CH:22]=[CH:23][C:2]([Cl:1])=[C:3]([C:24]([F:27])([F:26])[F:25])[CH:4]=3)[CH3:9])[CH:14]([C:15]3[CH:20]=[CH:19][C:18]([Cl:21])=[CH:17][CH:16]=3)[CH2:13]2)=[O:42])[CH2:37][CH2:36]1)=[O:34])([CH3:31])([CH3:30])[CH3:29], predict the reactants needed to synthesize it. The reactants are: [Cl:1][C:2]1[CH:23]=[CH:22][C:5]([C:6]([N:8]([C@@H:10]2[C@@H:14]([C:15]3[CH:20]=[CH:19][C:18]([Cl:21])=[CH:17][CH:16]=3)[CH2:13][NH:12][CH2:11]2)[CH3:9])=[O:7])=[CH:4][C:3]=1[C:24]([F:27])([F:26])[F:25].[C:28]([O:32][C:33]([N:35]1[CH2:40][CH2:39][CH:38]([C:41](O)=[O:42])[CH2:37][CH2:36]1)=[O:34])([CH3:31])([CH3:30])[CH3:29].